Predict the reaction yield, written as a fraction of the theoretical maximum amount of product (1.0 means a 100% yield; for example, 0.34 means a 34% yield). From a dataset of Reaction yield outcomes from USPTO patents with 853,638 reactions. (1) The reactants are [OH:1][C:2]1[CH:9]=[C:8]([O:10][CH2:11][O:12][CH3:13])[CH:7]=[CH:6][C:3]=1[CH:4]=[O:5].[H-].[Na+].Cl[C:17]1[C:22]([Cl:23])=[CH:21][C:20]([Cl:24])=[CH:19][N:18]=1.O. The catalyst is CN(C)C=O. The product is [Cl:23][C:22]1[C:17]([O:1][C:2]2[CH:9]=[C:8]([O:10][CH2:11][O:12][CH3:13])[CH:7]=[CH:6][C:3]=2[CH:4]=[O:5])=[N:18][CH:19]=[C:20]([Cl:24])[CH:21]=1. The yield is 0.420. (2) The reactants are [NH2:1][N:2]1[CH:6]=[C:5]([C:7]#[N:8])[CH:4]=[C:3]1[C:9]#[N:10].C(O)(=O)C.[CH:15](N)=[NH:16].C([O-])([O-])=O.[K+].[K+].CCOC(C)=O. The catalyst is CCO. The product is [NH2:10][C:9]1[C:3]2=[CH:4][C:5]([C:7]#[N:8])=[CH:6][N:2]2[N:1]=[CH:15][N:16]=1. The yield is 0.710. (3) The reactants are [CH2:1]([N:3]([CH2:8][CH3:9])[CH2:4][CH2:5][C:6]#[N:7])[CH3:2].[NH2:10][OH:11]. The catalyst is CCO. The product is [CH2:1]([N:3]([CH2:8][CH3:9])[CH2:4][CH2:5][C:6](=[N:10][OH:11])[NH2:7])[CH3:2]. The yield is 0.926. (4) The reactants are C([O:3][C:4](=[O:30])[C:5]([F:29])([F:28])[CH2:6][NH:7][C:8]1[N:13]=[C:12]([NH:14][C:15]2[N:20]=[CH:19][C:18]3[N:21]=[C:22]([CH3:27])[N:23]([CH:24]([CH3:26])[CH3:25])[C:17]=3[CH:16]=2)[CH:11]=[CH:10][N:9]=1)C.O.[OH-].[Li+].O. The catalyst is O1CCCC1. The product is [F:29][C:5]([F:28])([CH2:6][NH:7][C:8]1[N:13]=[C:12]([NH:14][C:15]2[N:20]=[CH:19][C:18]3[N:21]=[C:22]([CH3:27])[N:23]([CH:24]([CH3:25])[CH3:26])[C:17]=3[CH:16]=2)[CH:11]=[CH:10][N:9]=1)[C:4]([OH:30])=[O:3]. The yield is 0.270. (5) The reactants are [C:1]([C:3]1([OH:12])[CH2:8][CH:7]2[CH2:9][C:4]1([CH2:10][CH3:11])[CH2:5][CH2:6]2)#[CH:2].O1CCCC1.C(NC(C)C)(C)C.FC(F)(F)S(O[C:31]1[CH2:37][CH2:36][CH2:35][CH2:34][CH2:33][C:32]=1[C:38]([O:40][CH3:41])=[O:39])(=O)=O. The catalyst is [Cu]I.Cl[Pd](Cl)([P](C1C=CC=CC=1)(C1C=CC=CC=1)C1C=CC=CC=1)[P](C1C=CC=CC=1)(C1C=CC=CC=1)C1C=CC=CC=1.O. The product is [CH2:10]([C:4]12[CH2:9][CH:7]([CH2:6][CH2:5]1)[CH2:8][C:3]2([C:1]#[C:2][C:31]1[CH2:37][CH2:36][CH2:35][CH2:34][CH2:33][C:32]=1[C:38]([O:40][CH3:41])=[O:39])[OH:12])[CH3:11]. The yield is 0.690. (6) The reactants are [N:1]([CH2:4][C@@H:5]([C:14]1[CH:23]=[CH:22][C:21]([O:24]CC2C=CC=CC=2)=[C:20]2[C:15]=1[CH:16]=[CH:17][C:18](=[O:32])[NH:19]2)[O:6][Si](C(C)(C)C)(C)C)=[N+]=[N-].CC1CC=CCC=1.[ClH:40].O1CCOCC1. The catalyst is C(O)C.[Pd]. The product is [ClH:40].[NH2:1][CH2:4][C@@H:5]([C:14]1[CH:23]=[CH:22][C:21]([OH:24])=[C:20]2[C:15]=1[CH:16]=[CH:17][C:18](=[O:32])[NH:19]2)[OH:6]. The yield is 0.620.